From a dataset of Catalyst prediction with 721,799 reactions and 888 catalyst types from USPTO. Predict which catalyst facilitates the given reaction. Reactant: S(O)(O)(=O)=O.[C:6](=[NH:10])([O:8][CH3:9])[NH2:7].C[O-].[Na+].[C:14]([C:16]1[CH:21]=[CH:20][CH:19]=[CH:18][C:17]=1[C:22]1[CH:27]=[CH:26][C:25]([CH2:28][CH:29]([C:35](=O)[CH2:36][CH2:37][CH3:38])[C:30](OCC)=[O:31])=[CH:24][CH:23]=1)#[N:15]. Product: [CH3:9][O:8][C:6]1[NH:7][C:30](=[O:31])[C:29]([CH2:28][C:25]2[CH:26]=[CH:27][C:22]([C:17]3[C:16]([C:14]#[N:15])=[CH:21][CH:20]=[CH:19][CH:18]=3)=[CH:23][CH:24]=2)=[C:35]([CH2:36][CH2:37][CH3:38])[N:10]=1. The catalyst class is: 5.